This data is from Full USPTO retrosynthesis dataset with 1.9M reactions from patents (1976-2016). The task is: Predict the reactants needed to synthesize the given product. (1) The reactants are: [Br:1][C:2]1[CH:7]=[CH:6][C:5]([CH:8]2[CH2:10][CH:9]2[C:11]([OH:13])=[O:12])=[C:4]([F:14])[CH:3]=1.[N+](=[CH2:17])=[N-]. Given the product [Br:1][C:2]1[CH:7]=[CH:6][C:5]([CH:8]2[CH2:10][CH:9]2[C:11]([O:13][CH3:17])=[O:12])=[C:4]([F:14])[CH:3]=1, predict the reactants needed to synthesize it. (2) Given the product [Si:1]([O:18][CH2:19][C@H:20]1[C@@:24]([CH3:26])([OH:25])[CH:23]=[CH:22][CH2:21]1)([C:14]([CH3:17])([CH3:15])[CH3:16])([C:8]1[CH:13]=[CH:12][CH:11]=[CH:10][CH:9]=1)[C:2]1[CH:3]=[CH:4][CH:5]=[CH:6][CH:7]=1, predict the reactants needed to synthesize it. The reactants are: [Si:1]([O:18][CH2:19][C@H:20]1[C:24](=[O:25])[CH:23]=[CH:22][CH2:21]1)([C:14]([CH3:17])([CH3:16])[CH3:15])([C:8]1[CH:13]=[CH:12][CH:11]=[CH:10][CH:9]=1)[C:2]1[CH:7]=[CH:6][CH:5]=[CH:4][CH:3]=1.[CH3:26][Li]. (3) The reactants are: [CH3:1][O:2][C:3](=[O:13])[C:4](=[CH:9]N(C)C)[C:5](OC)=[O:6].[CH3:14][O:15][C:16]1[CH:24]=[CH:23][C:19]([CH2:20][NH:21][NH2:22])=[CH:18][CH:17]=1.C([O-])([O-])=O.[K+].[K+]. Given the product [CH3:1][O:2][C:3]([C:4]1[C:5]([OH:6])=[N:22][N:21]([CH2:20][C:19]2[CH:23]=[CH:24][C:16]([O:15][CH3:14])=[CH:17][CH:18]=2)[CH:9]=1)=[O:13], predict the reactants needed to synthesize it. (4) Given the product [F:27][C:18]1[CH:19]=[C:20]([C:23]([F:25])([F:26])[F:24])[CH:21]=[CH:22][C:17]=1[CH2:16][N:13]1[C:12]([OH:28])=[C:11]([C:29]([NH:47][CH2:46][C:37]2[CH:38]=[CH:39][C:40]([C:42]([F:43])([F:44])[F:45])=[CH:41][C:36]=2[F:35])=[O:31])[C:10]([OH:33])=[C:9]([C:7]([NH:6][CH2:5][C:4]([OH:3])=[O:34])=[O:8])[C:14]1=[O:15], predict the reactants needed to synthesize it. The reactants are: C([O:3][C:4](=[O:34])[CH2:5][NH:6][C:7]([C:9]1[C:14](=[O:15])[N:13]([CH2:16][C:17]2[CH:22]=[CH:21][C:20]([C:23]([F:26])([F:25])[F:24])=[CH:19][C:18]=2[F:27])[C:12]([OH:28])=[C:11]([C:29]([O:31]C)=O)[C:10]=1[OH:33])=[O:8])C.[F:35][C:36]1[CH:41]=[C:40]([C:42]([F:45])([F:44])[F:43])[CH:39]=[CH:38][C:37]=1[CH2:46][N:47]1C(=O)C=C(O)C(C(OC)=O)=C1O.C(N(CC)C(C)C)(C)C.N(CC(OCC)=O)=C=O.